From a dataset of Full USPTO retrosynthesis dataset with 1.9M reactions from patents (1976-2016). Predict the reactants needed to synthesize the given product. (1) Given the product [F:37][C:36]([F:38])([F:39])[C:32]1[CH:31]=[C:30]([NH:27][C:28]([N:4]2[C:5]3[CH:10]=[CH:9][C:8]([O:11][C:12]4[CH:21]=[CH:20][N:19]=[C:18]5[C:13]=4[C:14]4[CH:26]=[CH:25][CH:24]=[CH:23][C:15]=4[C:16](=[O:22])[NH:17]5)=[CH:7][C:6]=3[O:1][CH2:2][CH2:3]2)=[O:29])[CH:35]=[CH:34][CH:33]=1, predict the reactants needed to synthesize it. The reactants are: [O:1]1[C:6]2[CH:7]=[C:8]([O:11][C:12]3[CH:21]=[CH:20][N:19]=[C:18]4[C:13]=3[C:14]3[CH:26]=[CH:25][CH:24]=[CH:23][C:15]=3[C:16](=[O:22])[NH:17]4)[CH:9]=[CH:10][C:5]=2[NH:4][CH2:3][CH2:2]1.[N:27]([C:30]1[CH:35]=[CH:34][CH:33]=[C:32]([C:36]([F:39])([F:38])[F:37])[CH:31]=1)=[C:28]=[O:29]. (2) Given the product [Br:16][C:6]1[NH:5][C:4]([CH:1]([CH3:3])[CH3:2])=[N:8][C:7]=1[C:9]1[CH:10]=[C:11]([CH3:15])[CH:12]=[CH:13][CH:14]=1, predict the reactants needed to synthesize it. The reactants are: [CH:1]([C:4]1[NH:5][CH:6]=[C:7]([C:9]2[CH:10]=[C:11]([CH3:15])[CH:12]=[CH:13][CH:14]=2)[N:8]=1)([CH3:3])[CH3:2].[Br:16]N1C(=O)CCC1=O. (3) Given the product [CH3:53][N:52]([CH3:54])[C:50](=[O:51])[C:49]1[CH:55]=[CH:56][C:46]([C:2]2[CH:7]=[CH:6][C:5]([C:8]3[O:9][C:10]([CH3:20])=[C:11]([CH2:13][CH2:14][N:24]4[CH2:25][CH2:27][CH2:28][CH:29]4[CH3:30])[N:12]=3)=[CH:4][CH:3]=2)=[N:47][CH:48]=1, predict the reactants needed to synthesize it. The reactants are: Br[C:2]1[CH:7]=[CH:6][C:5]([C:8]2[O:9][C:10]([CH3:20])=[C:11]([CH2:13][CH2:14]OS(C)(=O)=O)[N:12]=2)=[CH:4][CH:3]=1.CC1O[C:25]([C:27]2C=C[C:30](B3OC(C)(C)C(C)(C)O3)=[CH:29][CH:28]=2)=[N:24]C=1CCO.Cl[C:46]1[CH:56]=[CH:55][C:49]([C:50]([N:52]([CH3:54])[CH3:53])=[O:51])=[CH:48][N:47]=1. (4) Given the product [Br:1][C:2]1[S:6][C:5]2[CH2:7][CH2:8][CH2:9][CH2:10][C:4]=2[C:3]=1[C:11]([NH:18][C:19]1[CH:24]=[CH:23][C:22]([CH3:25])=[CH:21][C:20]=1[SH:26])=[O:13], predict the reactants needed to synthesize it. The reactants are: [Br:1][C:2]1[S:6][C:5]2[CH2:7][CH2:8][CH2:9][CH2:10][C:4]=2[C:3]=1[C:11]([OH:13])=O.S(Cl)(Cl)=O.[NH2:18][C:19]1[CH:24]=[CH:23][C:22]([CH3:25])=[CH:21][C:20]=1[SH:26]. (5) Given the product [OH:1][C:2]1[C:7]2[C@@:8]3([OH:45])[C@@:21]([O:25][CH3:26])([C@H:22]([OH:24])[CH2:23][C:6]=2[CH:5]=[C:4]([CH3:46])[C:3]=1[C:47]([O:49][CH3:50])=[O:48])[C:20](=[O:27])[C:19]1[C:10](=[CH:11][C:12]2[C:13](=[O:43])[C:14]([NH:30][C@@H:31]4[C@H:36]([O:37][CH3:38])[C@H:35]([OH:39])[C@@H:34]([O:40][CH3:41])[C@H:33]([CH3:42])[O:32]4)=[CH:15]/[C:16](=[N:52]\[OH:53])/[C:17]=2[C:18]=1[OH:28])[C:9]3=[O:44], predict the reactants needed to synthesize it. The reactants are: [OH:1][C:2]1[C:7]2[C@@:8]3([OH:45])[C@@:21]([O:25][CH3:26])([C@H:22]([OH:24])[CH2:23][C:6]=2[CH:5]=[C:4]([CH3:46])[C:3]=1[C:47]([O:49][CH3:50])=[O:48])[C:20](=[O:27])[C:19]1[C:10](=[CH:11][C:12]2[C:13](=[O:43])[C:14]([NH:30][C@@H:31]4[C@H:36]([O:37][CH3:38])[C@H:35]([OH:39])[C@@H:34]([O:40][CH3:41])[C@H:33]([CH3:42])[O:32]4)=[CH:15][C:16](=O)[C:17]=2[C:18]=1[OH:28])[C:9]3=[O:44].Cl.[NH2:52][OH:53].